From a dataset of Cav3 T-type calcium channel HTS with 100,875 compounds. Binary Classification. Given a drug SMILES string, predict its activity (active/inactive) in a high-throughput screening assay against a specified biological target. The drug is FC(F)(F)c1cc(N2CCN(CC2)C(=O)Nc2c(OC)cccc2)ccc1. The result is 0 (inactive).